This data is from Microsomal clearance measurements from AstraZeneca. The task is: Regression/Classification. Given a drug SMILES string, predict its absorption, distribution, metabolism, or excretion properties. Task type varies by dataset: regression for continuous measurements (e.g., permeability, clearance, half-life) or binary classification for categorical outcomes (e.g., BBB penetration, CYP inhibition). For this dataset (clearance_microsome_az), we predict log10(clearance) (log10 of the in vitro intrinsic clearance, CLint, in uL/min per mg of human liver microsomal protein, equivalently mL/min/g; values are censored to the assay range of 3 to 150, which is 0.477 to 2.18 on this log10 scale). (1) The compound is Cc1c(Sc2ccc(Cl)cc2)c2cc(F)ccc2n1CC(=O)O. The log10(clearance) is 0.480. (2) The molecule is CN(C)CCCOc1ccc(-c2cc(C(N)=O)c(NC(N)=O)s2)cc1. The log10(clearance) is 0.780. (3) The compound is Oc1nc2c(O)ccc(CCNCCCSCCOCCc3cccc4ccccc34)c2s1. The log10(clearance) is 1.56.